Dataset: Forward reaction prediction with 1.9M reactions from USPTO patents (1976-2016). Task: Predict the product of the given reaction. (1) Given the reactants [C:1]1([C:7](=[O:16])[CH2:8][CH2:9][C:10]2[CH:15]=[CH:14][CH:13]=[CH:12][CH:11]=2)[CH:6]=[CH:5][CH:4]=[CH:3][CH:2]=1.[Li+].C[Si]([N-][Si](C)(C)C)(C)C.[CH2:27]([O:34][C:35]1[CH:40]=[C:39]([CH2:41]Br)[CH:38]=[CH:37][C:36]=1[N+:43]([O-:45])=[O:44])[C:28]1[CH:33]=[CH:32][CH:31]=[CH:30][CH:29]=1.[Cl-].[NH4+], predict the reaction product. The product is: [CH2:9]([CH:8]([CH2:41][C:39]1[CH:38]=[CH:37][C:36]([N+:43]([O-:45])=[O:44])=[C:35]([O:34][CH2:27][C:28]2[CH:33]=[CH:32][CH:31]=[CH:30][CH:29]=2)[CH:40]=1)[C:7]([C:1]1[CH:6]=[CH:5][CH:4]=[CH:3][CH:2]=1)=[O:16])[C:10]1[CH:11]=[CH:12][CH:13]=[CH:14][CH:15]=1. (2) Given the reactants [Cl:1][C:2]1[CH:3]=[CH:4][C:5]2[NH:11][C:10](=S)[C@@H:9]([CH2:13][C:14]3[S:15][C:16]([CH2:19][CH2:20][C:21]([O:23][CH3:24])=[O:22])=[CH:17][N:18]=3)[S:8][C@H:7]([C:25]3[CH:30]=[CH:29][CH:28]=[C:27]([O:31][CH3:32])[C:26]=3[O:33][CH3:34])[C:6]=2[CH:35]=1.CO[CH:38](OC)[CH2:39][NH2:40].C(OCC)(=O)C, predict the reaction product. The product is: [Cl:1][C:2]1[CH:3]=[CH:4][C:5]2[N:11]3[CH:38]=[CH:39][N:40]=[C:10]3[CH:9]([CH2:13][C:14]3[S:15][C:16]([CH2:19][CH2:20][C:21]([O:23][CH3:24])=[O:22])=[CH:17][N:18]=3)[S:8][CH:7]([C:25]3[CH:30]=[CH:29][CH:28]=[C:27]([O:31][CH3:32])[C:26]=3[O:33][CH3:34])[C:6]=2[CH:35]=1. (3) Given the reactants [CH3:1][C:2]1[C:10]2[C:5](=[CH:6][CH:7]=[CH:8][C:9]=2[CH3:11])[N:4]([CH2:12][CH2:13][C:14]([NH:16][NH2:17])=[O:15])[CH:3]=1.[CH3:18][O:19][C:20]1[CH:21]=[C:22]([CH:30]=O)[CH:23]=[C:24]2[C:29]=1[N:28]=[CH:27][CH:26]=[CH:25]2, predict the reaction product. The product is: [CH3:1][C:2]1[C:10]2[C:5](=[CH:6][CH:7]=[CH:8][C:9]=2[CH3:11])[N:4]([CH2:12][CH2:13][C:14]([NH:16][N:17]=[CH:30][C:22]2[CH:23]=[C:24]3[C:29](=[C:20]([O:19][CH3:18])[CH:21]=2)[N:28]=[CH:27][CH:26]=[CH:25]3)=[O:15])[CH:3]=1. (4) Given the reactants [Cl:1][C:2]1[CH:43]=[CH:42][CH:41]=[C:40]([Cl:44])[C:3]=1[C:4]([NH:6][C@H:7]([C:36]([O:38][CH3:39])=[O:37])[CH2:8][C:9]1[CH:35]=[CH:34][C:12]([O:13][CH2:14][CH:15]([C:17]2[N:26]=[C:25]3[C:20]([CH2:21][CH2:22][CH2:23][N:24]3C(OC(C)(C)C)=O)=[CH:19][CH:18]=2)[CH3:16])=[CH:11][CH:10]=1)=[O:5], predict the reaction product. The product is: [Cl:1][C:2]1[CH:43]=[CH:42][CH:41]=[C:40]([Cl:44])[C:3]=1[C:4]([NH:6][C@H:7]([C:36]([O:38][CH3:39])=[O:37])[CH2:8][C:9]1[CH:10]=[CH:11][C:12]([O:13][CH2:14][CH:15]([C:17]2[CH:18]=[CH:19][C:20]3[CH2:21][CH2:22][CH2:23][NH:24][C:25]=3[N:26]=2)[CH3:16])=[CH:34][CH:35]=1)=[O:5]. (5) Given the reactants [Br:1][C:2]1[CH:3]=[C:4]2[CH2:10][C:9](=O)NC2=[N:6][CH:7]=1.[H-].[Na+].I[CH3:15].[CH3:16][N:17]([CH:19]=[O:20])[CH3:18], predict the reaction product. The product is: [Br:1][C:2]1[CH:3]=[C:4]2[C:10]([CH3:9])([CH3:15])[C:19](=[O:20])[N:17]([CH3:18])[C:16]2=[N:6][CH:7]=1. (6) Given the reactants [NH2:1][C:2]1[CH:7]=[CH:6][N:5]=[C:4]([OH:8])[C:3]=1[N+:9]([O-])=O, predict the reaction product. The product is: [NH2:9][C:3]1[C:4]([OH:8])=[N:5][CH:6]=[CH:7][C:2]=1[NH2:1]. (7) Given the reactants C(OC(=O)[NH:7][C:8]1[CH:21]=[CH:20][C:19]2[S:18][C:17]3[C:12](=[CH:13][CH:14]=[CH:15][C:16]=3[C:22]3[O:23][C:24]([N:29]4[CH2:34][CH2:33][O:32][CH2:31][CH2:30]4)=[CH:25][C:26](=[O:28])[CH:27]=3)[S:11][C:10]=2[CH:9]=1)(C)(C)C.FC(F)(F)C(O)=O, predict the reaction product. The product is: [NH2:7][C:8]1[CH:9]=[C:10]2[C:19](=[CH:20][CH:21]=1)[S:18][C:17]1[C:16]([C:22]3[O:23][C:24]([N:29]4[CH2:30][CH2:31][O:32][CH2:33][CH2:34]4)=[CH:25][C:26](=[O:28])[CH:27]=3)=[CH:15][CH:14]=[CH:13][C:12]=1[S:11]2.